Dataset: Forward reaction prediction with 1.9M reactions from USPTO patents (1976-2016). Task: Predict the product of the given reaction. (1) Given the reactants Cl[C:2]1[C:3]([N:24]2[CH2:28][CH2:27][C@@H:26]([OH:29])[CH2:25]2)=[N:4][CH:5]=[C:6]([CH:23]=1)[C:7]([NH:9][C:10]1[CH:15]=[CH:14][C:13]([S:16]([C:19]([F:22])([F:21])[F:20])(=[O:18])=[O:17])=[CH:12][CH:11]=1)=[O:8].[N:30]1[CH:35]=[C:34](B(O)O)[CH:33]=[N:32][CH:31]=1, predict the reaction product. The product is: [OH:29][C@@H:26]1[CH2:27][CH2:28][N:24]([C:3]2[C:2]([C:34]3[CH:35]=[N:30][CH:31]=[N:32][CH:33]=3)=[CH:23][C:6]([C:7]([NH:9][C:10]3[CH:11]=[CH:12][C:13]([S:16]([C:19]([F:21])([F:20])[F:22])(=[O:18])=[O:17])=[CH:14][CH:15]=3)=[O:8])=[CH:5][N:4]=2)[CH2:25]1. (2) Given the reactants [O:1]=[C:2]1[C@@H:8]([NH:9][C:10](=[O:16])[O:11][C:12]([CH3:15])([CH3:14])[CH3:13])[CH2:7][CH2:6][S:5][C@H:4]2[CH2:17][CH2:18][CH2:19][C@@H:20]([CH:21]=[CH2:22])[N:3]12.[H][H], predict the reaction product. The product is: [CH2:21]([C@H:20]1[N:3]2[C@@H:4]([S:5][CH2:6][CH2:7][C@H:8]([NH:9][C:10](=[O:16])[O:11][C:12]([CH3:15])([CH3:14])[CH3:13])[C:2]2=[O:1])[CH2:17][CH2:18][CH2:19]1)[CH3:22]. (3) Given the reactants [N:1]1([CH2:6][C:7]2[CH:21]=[CH:20][C:10]([CH2:11][N:12]3[CH:16]=[C:15]([C:17]([OH:19])=O)[N:14]=[CH:13]3)=[CH:9][CH:8]=2)[CH:5]=[CH:4][CH:3]=[N:2]1.[C:22]([O:26][C:27](=[O:39])[NH:28][C:29]1[CH:34]=[C:33]([CH3:35])[C:32]([CH2:36][NH2:37])=[C:31]([CH3:38])[N:30]=1)([CH3:25])([CH3:24])[CH3:23].CN(C(ON1N=NC2C=CC=NC1=2)=[N+](C)C)C.F[P-](F)(F)(F)(F)F.CCN(C(C)C)C(C)C, predict the reaction product. The product is: [C:22]([O:26][C:27](=[O:39])[NH:28][C:29]1[CH:34]=[C:33]([CH3:35])[C:32]([CH2:36][NH:37][C:17]([C:15]2[N:14]=[CH:13][N:12]([CH2:11][C:10]3[CH:9]=[CH:8][C:7]([CH2:6][N:1]4[CH:5]=[CH:4][CH:3]=[N:2]4)=[CH:21][CH:20]=3)[CH:16]=2)=[O:19])=[C:31]([CH3:38])[N:30]=1)([CH3:25])([CH3:24])[CH3:23]. (4) Given the reactants [Cl:1][C:2]1[CH:7]=[CH:6][CH:5]=[CH:4][C:3]=1[N:8]1[C:12]([OH:13])=[CH:11][C:10]([C:14]([F:17])([F:16])[F:15])=[N:9]1.Br[CH2:19][C:20]([O:22][CH3:23])=[O:21].C([O-])([O-])=O.[K+].[K+], predict the reaction product. The product is: [Cl:1][C:2]1[CH:7]=[CH:6][CH:5]=[CH:4][C:3]=1[N:8]1[C:12]([O:13][CH2:19][C:20]([O:22][CH3:23])=[O:21])=[CH:11][C:10]([C:14]([F:17])([F:15])[F:16])=[N:9]1.